This data is from Forward reaction prediction with 1.9M reactions from USPTO patents (1976-2016). The task is: Predict the product of the given reaction. (1) Given the reactants C(OC(=O)[NH:7][C:8]1[CH:13]=[C:12]([O:14][CH3:15])[C:11]([N:16]2[CH:20]=[CH:19][CH:18]=[CH:17]2)=[CH:10][C:9]=1[NH:21][C:22](=[O:34])[CH2:23][C:24]([C:26]1[CH:31]=[CH:30][CH:29]=[C:28]([C:32]#[N:33])[CH:27]=1)=O)(C)(C)C.C(O)(C(F)(F)F)=O, predict the reaction product. The product is: [CH3:15][O:14][C:12]1[C:11]([N:16]2[CH:20]=[CH:19][CH:18]=[CH:17]2)=[CH:10][C:9]2[NH:21][C:22](=[O:34])[CH2:23][C:24]([C:26]3[CH:27]=[C:28]([CH:29]=[CH:30][CH:31]=3)[C:32]#[N:33])=[N:7][C:8]=2[CH:13]=1. (2) The product is: [CH2:17]([O:15][C:14](=[O:16])[C@H:6]([CH2:7][CH2:8][CH2:9][NH:10][C:11](=[NH:12])[NH2:13])[NH2:5])[CH2:18][CH2:19][CH2:20][CH2:21][CH2:22][CH2:23][CH3:24]. Given the reactants S(Cl)(Cl)=O.[NH2:5][C@H:6]([C:14]([OH:16])=[O:15])[CH2:7][CH2:8][CH2:9][NH:10][C:11](=[NH:13])[NH2:12].[CH2:17](O)[CH2:18][CH2:19][CH2:20][CH2:21][CH2:22][CH2:23][CH3:24], predict the reaction product. (3) Given the reactants [NH:1]1[CH2:6][CH:5]=[C:4]([C:7]2[C:15]3[C:10](=[N:11][CH:12]=[CH:13][CH:14]=3)[NH:9][CH:8]=2)[CH2:3][CH2:2]1.C(N(CC)CC)C.[N:23]([CH2:26][C:27]1[CH:32]=[CH:31][CH:30]=[CH:29][CH:28]=1)=[C:24]=[O:25], predict the reaction product. The product is: [CH2:26]([NH:23][C:24]([N:1]1[CH2:2][CH:3]=[C:4]([C:7]2[C:15]3[C:10](=[N:11][CH:12]=[CH:13][CH:14]=3)[NH:9][CH:8]=2)[CH2:5][CH2:6]1)=[O:25])[C:27]1[CH:32]=[CH:31][CH:30]=[CH:29][CH:28]=1. (4) The product is: [Cl:1][C:2]1[CH:7]=[CH:6][C:5]([CH:8]([NH:22][C:23]2[CH:24]=[C:25]([F:31])[C:26](=[O:30])[N:27]([CH3:29])[CH:28]=2)[C:9]2[C:10]([C:16]([O:18][CH2:19][CH3:20])=[O:17])=[N:11][N:12]([CH3:15])[C:13]=2[CH3:14])=[CH:4][CH:3]=1. Given the reactants [Cl:1][C:2]1[CH:7]=[CH:6][C:5]([CH:8](O)[C:9]2[C:10]([C:16]([O:18][CH2:19][CH3:20])=[O:17])=[N:11][N:12]([CH3:15])[C:13]=2[CH3:14])=[CH:4][CH:3]=1.[NH2:22][C:23]1[CH:24]=[C:25]([F:31])[C:26](=[O:30])[N:27]([CH3:29])[CH:28]=1, predict the reaction product. (5) Given the reactants [C:1]([O:5][C:6]([N:8]1[C:12](=[O:13])[CH2:11][C:10]2([CH2:18][CH2:17][CH2:16][CH2:15][CH2:14]2)[CH2:9]1)=[O:7])([CH3:4])([CH3:3])[CH3:2].[Li+].[OH-].CCCCCC.BrC1C=CC=C([OH:34])C=1C, predict the reaction product. The product is: [C:1]([O:5][C:6]([NH:8][CH2:9][C:10]1([CH2:11][C:12]([OH:34])=[O:13])[CH2:18][CH2:17][CH2:16][CH2:15][CH2:14]1)=[O:7])([CH3:4])([CH3:3])[CH3:2].